Dataset: Forward reaction prediction with 1.9M reactions from USPTO patents (1976-2016). Task: Predict the product of the given reaction. Given the reactants CN([CH:4]=[O:5])C.O[C:7]1[C:15]([CH3:16])=[CH:14][C:10]([C:11]([OH:13])=[O:12])=[CH:9][C:8]=1[O:17][CH3:18].[CH2:19](Br)[C:20]#[CH:21].C(=O)([O-])[O-].[K+].[K+].[C:29](OCC)(=O)[CH3:30], predict the reaction product. The product is: [CH3:18][O:17][C:8]1[CH:9]=[C:10]([CH:14]=[C:15]([CH3:16])[C:7]=1[O:5][CH2:4][C:29]#[CH:30])[C:11]([O:13][CH2:19][C:20]#[CH:21])=[O:12].